Task: Predict the reactants needed to synthesize the given product.. Dataset: Full USPTO retrosynthesis dataset with 1.9M reactions from patents (1976-2016) Given the product [N+:8]([C:7]1[CH:6]=[CH:5][CH:4]=[C:3]2[C:2]=1[O:1][C:13]([C:14]1[CH:19]=[CH:18][CH:17]=[CH:16][C:15]=1[C:20]([F:21])([F:22])[F:23])=[CH:12][C:11]2=[O:24])([O-:10])=[O:9], predict the reactants needed to synthesize it. The reactants are: [OH:1][C:2]1[C:7]([N+:8]([O-:10])=[O:9])=[CH:6][CH:5]=[CH:4][C:3]=1[C:11](=[O:24])/[CH:12]=[CH:13]/[C:14]1[CH:19]=[CH:18][CH:17]=[CH:16][C:15]=1[C:20]([F:23])([F:22])[F:21].